Dataset: Reaction yield outcomes from USPTO patents with 853,638 reactions. Task: Predict the reaction yield, written as a fraction of the theoretical maximum amount of product (1.0 means a 100% yield; for example, 0.34 means a 34% yield). (1) The reactants are [CH3:1][C:2]1([CH3:16])[O:6][B:5]([C:7]2[CH:12]=[CH:11][C:10]([OH:13])=[CH:9][CH:8]=2)[O:4][C:3]1([CH3:15])[CH3:14].[F:17][C:18]1[CH:19]=[C:20](B(O)O)[CH:21]=[CH:22][CH:23]=1.C(N(CC)CC)C. The catalyst is ClCCl. The product is [F:17][C:18]1[CH:23]=[C:22]([CH:21]=[CH:20][CH:19]=1)[O:13][C:10]1[CH:11]=[CH:12][C:7]([B:5]2[O:4][C:3]([CH3:15])([CH3:14])[C:2]([CH3:16])([CH3:1])[O:6]2)=[CH:8][CH:9]=1. The yield is 0.250. (2) The reactants are C1([NH:7][C:8]([C:10]2[C:11](=[O:30])[N:12]([CH2:22][C:23]3[CH:28]=[CH:27][C:26]([F:29])=[CH:25][CH:24]=3)[C:13]3[C:18]([C:19]=2O)=[CH:17][C:16]([F:21])=[CH:15][CH:14]=3)=O)CCCCC1.P(Cl)(Cl)([Cl:33])=O. No catalyst specified. The product is [Cl:33][C:19]1[C:18]2[C:13](=[CH:14][CH:15]=[C:16]([F:21])[CH:17]=2)[N:12]([CH2:22][C:23]2[CH:28]=[CH:27][C:26]([F:29])=[CH:25][CH:24]=2)[C:11](=[O:30])[C:10]=1[C:8]#[N:7]. The yield is 0.500.